Predict the product of the given reaction. From a dataset of Forward reaction prediction with 1.9M reactions from USPTO patents (1976-2016). (1) Given the reactants [C:1]([C:7]([O:9][CH3:10])=[O:8])#[C:2][C:3]([O:5][CH3:6])=[O:4].[CH2:11]([Mg]Cl)[C:12]1[CH:17]=[CH:16][CH:15]=[CH:14][CH:13]=1.[CH3:20]I, predict the reaction product. The product is: [CH3:6][O:5][C:3](=[O:4])/[C:2](/[CH2:11][C:12]1[CH:17]=[CH:16][CH:15]=[CH:14][CH:13]=1)=[C:1](/[CH3:20])\[C:7]([O:9][CH3:10])=[O:8]. (2) Given the reactants [CH3:1][C:2]1[CH:3]=[C:4]([CH:8]=[C:9]([CH2:11][N:12]([CH3:18])[CH2:13][CH2:14][CH2:15][CH2:16][CH3:17])[CH:10]=1)[C:5]([OH:7])=O.CN(C(ON1N=NC2C=CC=CC1=2)=[N+](C)C)C.F[P-](F)(F)(F)(F)F.C1C=CC2N(O)N=NC=2C=1.C(N(CC)C(C)C)(C)C.[NH2:62][C@@H:63]([CH2:77][C:78]1[CH:83]=[C:82]([F:84])[CH:81]=[C:80]([F:85])[CH:79]=1)[C@H:64]([OH:76])[CH2:65][NH:66][CH2:67][C:68]1[CH:73]=[CH:72][CH:71]=[C:70]([CH2:74][CH3:75])[CH:69]=1.[ClH:86], predict the reaction product. The product is: [ClH:86].[ClH:86].[F:84][C:82]1[CH:83]=[C:78]([CH:79]=[C:80]([F:85])[CH:81]=1)[CH2:77][C@H:63]([NH:62][C:5](=[O:7])[C:4]1[CH:8]=[C:9]([CH2:11][N:12]([CH3:18])[CH2:13][CH2:14][CH2:15][CH2:16][CH3:17])[CH:10]=[C:2]([CH3:1])[CH:3]=1)[C@H:64]([OH:76])[CH2:65][NH:66][CH2:67][C:68]1[CH:73]=[CH:72][CH:71]=[C:70]([CH2:74][CH3:75])[CH:69]=1. (3) Given the reactants Br[C:2]1[CH:3]=[C:4]2[C:9](=[CH:10][CH:11]=1)[CH:8]=[N:7][CH:6]=[C:5]2[Cl:12].[CH3:13][CH:14]1[NH:18][C:17](=[O:19])[CH2:16][CH2:15]1.P([O-])([O-])([O-])=O.[K+].[K+].[K+], predict the reaction product. The product is: [Cl:12][C:5]1[C:4]2[C:9](=[CH:10][CH:11]=[C:2]([N:18]3[CH:14]([CH3:13])[CH2:15][CH2:16][C:17]3=[O:19])[CH:3]=2)[CH:8]=[N:7][CH:6]=1. (4) Given the reactants [Br:1][C:2]1[CH:3]=[N:4][C:5]2[N:6]([N:8]=[C:9]([C:11]([OH:13])=O)[CH:10]=2)[CH:7]=1.[CH3:14][CH:15]1[NH:20][CH2:19][CH2:18][N:17]2[C:21]([C:24]3[CH:29]=[CH:28][N:27]=[CH:26][N:25]=3)=[CH:22][CH:23]=[C:16]12, predict the reaction product. The product is: [Br:1][C:2]1[CH:3]=[N:4][C:5]2[N:6]([N:8]=[C:9]([C:11]([N:20]3[CH2:19][CH2:18][N:17]4[C:21]([C:24]5[CH:29]=[CH:28][N:27]=[CH:26][N:25]=5)=[CH:22][CH:23]=[C:16]4[CH:15]3[CH3:14])=[O:13])[CH:10]=2)[CH:7]=1. (5) Given the reactants [CH3:1][N:2]([CH3:13])[N:3]1[CH2:8][CH2:7][C:6]([NH:11][OH:12])([C:9]#[N:10])[CH2:5][CH2:4]1.C(=O)(O)[O-].[Na+].[CH3:19][C:20]1[CH:25]=[C:24]([CH3:26])[CH:23]=[C:22]([CH3:27])[C:21]=1[CH2:28][C:29](Cl)=[O:30].O, predict the reaction product. The product is: [C:9]([C:6]1([N:11]([OH:12])[C:29](=[O:30])[CH2:28][C:21]2[C:20]([CH3:19])=[CH:25][C:24]([CH3:26])=[CH:23][C:22]=2[CH3:27])[CH2:7][CH2:8][N:3]([N:2]([CH3:13])[CH3:1])[CH2:4][CH2:5]1)#[N:10]. (6) Given the reactants [Br:1][C:2]1[CH:7]=[CH:6][C:5]([N:8]2[CH2:13][CH2:12][CH:11]([N:14]([CH3:16])[CH3:15])[CH2:10][CH2:9]2)=[CH:4][CH:3]=1.BrC1C=CC(N2CCC(=O)CC2)=CC=1.N1C[CH2:35][O:34][CH2:33]C1, predict the reaction product. The product is: [Br:1][C:2]1[CH:7]=[CH:6][C:5]([N:8]2[CH2:9][CH2:10][CH:11]([N:14]3[CH2:16][CH2:35][O:34][CH2:33][CH2:15]3)[CH2:12][CH2:13]2)=[CH:4][CH:3]=1. (7) Given the reactants BrC1C=CC(CCCNC)=CC=1.[Br:13][C:14]1[CH:19]=[CH:18][C:17]([CH2:20][C:21]([NH:23][CH3:24])=O)=[CH:16][CH:15]=1.B, predict the reaction product. The product is: [Br:13][C:14]1[CH:15]=[CH:16][C:17]([CH2:20][CH2:21][NH:23][CH3:24])=[CH:18][CH:19]=1. (8) The product is: [CH3:21][C:22]1[C:26]([CH2:27][C:28]([N:30]2[CH2:31][CH2:32][N:33]([CH3:36])[CH2:34][CH2:35]2)=[O:29])=[C:25]([CH3:37])[NH:24][C:23]=1/[CH:38]=[C:14]1\[C:15](=[O:20])[NH:16][C:17]2[C:13]\1=[CH:12][C:11]([S:8]([CH2:7][C:1]1[CH:2]=[CH:3][CH:4]=[CH:5][CH:6]=1)(=[O:10])=[O:9])=[CH:19][CH:18]=2. Given the reactants [C:1]1([CH2:7][S:8]([C:11]2[CH:12]=[C:13]3[C:17](=[CH:18][CH:19]=2)[NH:16][C:15](=[O:20])[CH2:14]3)(=[O:10])=[O:9])[CH:6]=[CH:5][CH:4]=[CH:3][CH:2]=1.[CH3:21][C:22]1[C:26]([CH2:27][C:28]([N:30]2[CH2:35][CH2:34][N:33]([CH3:36])[CH2:32][CH2:31]2)=[O:29])=[C:25]([CH3:37])[NH:24][C:23]=1[CH:38]=O.N1CCCCC1, predict the reaction product.